From a dataset of Forward reaction prediction with 1.9M reactions from USPTO patents (1976-2016). Predict the product of the given reaction. (1) Given the reactants [CH:1]1([CH2:7][O:8][C:9]2[C:10]([NH2:15])=[N:11][CH:12]=[CH:13][CH:14]=2)[CH2:6][CH2:5][CH2:4][CH2:3][CH2:2]1.Cl[CH:17]([C:23](=O)[CH3:24])[C:18]([O:20][CH2:21][CH3:22])=[O:19].C(N(CC)CC)C.O, predict the reaction product. The product is: [CH:1]1([CH2:7][O:8][C:9]2[C:10]3[N:11]([C:17]([C:18]([O:20][CH2:21][CH3:22])=[O:19])=[C:23]([CH3:24])[N:15]=3)[CH:12]=[CH:13][CH:14]=2)[CH2:2][CH2:3][CH2:4][CH2:5][CH2:6]1. (2) The product is: [CH2:15]([C@@H:22]1[CH2:27][CH2:26][C@H:25]([CH2:28][NH:29][C:12]([C:7]2[CH:8]=[C:9]3[C:4](=[CH:5][CH:6]=2)[NH:3][C:2](=[O:1])[CH2:11][CH2:10]3)=[O:14])[CH2:24][CH2:23]1)[C:16]1[CH:21]=[CH:20][CH:19]=[CH:18][CH:17]=1. Given the reactants [O:1]=[C:2]1[CH2:11][CH2:10][C:9]2[C:4](=[CH:5][CH:6]=[C:7]([C:12]([OH:14])=O)[CH:8]=2)[NH:3]1.[CH2:15]([C@@H:22]1[CH2:27][CH2:26][C@H:25]([CH2:28][NH2:29])[CH2:24][CH2:23]1)[C:16]1[CH:21]=[CH:20][CH:19]=[CH:18][CH:17]=1, predict the reaction product.